Dataset: NCI-60 drug combinations with 297,098 pairs across 59 cell lines. Task: Regression. Given two drug SMILES strings and cell line genomic features, predict the synergy score measuring deviation from expected non-interaction effect. Drug 1: C1CCC(CC1)NC(=O)N(CCCl)N=O. Drug 2: CC1=CC2C(CCC3(C2CCC3(C(=O)C)OC(=O)C)C)C4(C1=CC(=O)CC4)C. Cell line: NCI-H460. Synergy scores: CSS=10.8, Synergy_ZIP=-4.43, Synergy_Bliss=-0.821, Synergy_Loewe=-4.61, Synergy_HSA=-1.55.